Dataset: Catalyst prediction with 721,799 reactions and 888 catalyst types from USPTO. Task: Predict which catalyst facilitates the given reaction. Reactant: [O:1]([C:8]1[CH:13]=[CH:12][C:11]([S:14]([OH:17])(=O)=[O:15])=[CH:10][CH:9]=1)[C:2]1[CH:7]=[CH:6][CH:5]=[CH:4][CH:3]=1.C(OCC)C.S(Cl)([Cl:25])=O. Product: [O:1]([C:8]1[CH:13]=[CH:12][C:11]([S:14]([Cl:25])(=[O:17])=[O:15])=[CH:10][CH:9]=1)[C:2]1[CH:7]=[CH:6][CH:5]=[CH:4][CH:3]=1. The catalyst class is: 3.